This data is from Reaction yield outcomes from USPTO patents with 853,638 reactions. The task is: Predict the reaction yield, written as a fraction of the theoretical maximum amount of product (1.0 means a 100% yield; for example, 0.34 means a 34% yield). (1) The reactants are [CH3:1][O:2][C:3]1[C:4](=[O:15])[N:5]([CH3:14])[CH:6]=[CH:7][C:8]=1[C:9]([O:11][CH2:12][CH3:13])=[O:10].C1C(=O)N([Br:23])C(=O)C1. The catalyst is ClCCCl. The product is [Br:23][C:6]1[N:5]([CH3:14])[C:4](=[O:15])[C:3]([O:2][CH3:1])=[C:8]([C:9]([O:11][CH2:12][CH3:13])=[O:10])[CH:7]=1. The yield is 0.690. (2) The reactants are [I:1][C:2]1[CH:3]=[C:4]2[C:9](=[CH:10][CH:11]=1)[N:8]=[CH:7][NH:6][C:5]2=O.P(Cl)(Cl)([Cl:15])=O.C(N(CC)CC)C. The catalyst is C1(C)C=CC=CC=1. The product is [I:1][C:2]1[CH:3]=[C:4]2[C:9](=[CH:10][CH:11]=1)[N:8]=[CH:7][N:6]=[C:5]2[Cl:15]. The yield is 0.900.